This data is from Experimentally validated miRNA-target interactions with 360,000+ pairs, plus equal number of negative samples. The task is: Binary Classification. Given a miRNA mature sequence and a target amino acid sequence, predict their likelihood of interaction. (1) The miRNA is hsa-miR-4694-3p with sequence CAAAUGGACAGGAUAACACCU. The protein sequence of the target gene is MALFPAFAGLSEAPDGGSSRKELDWLSNPSFCVGSITSLSQQTEAAPAHVSEGLPLTRSHLKSESSDESDTNKKLKQTSRKKKKEKKKKRKHQHHKKTKRKHGPSSSSRSETDTDSEKDKPSRGVGGSKKESEEPNQGNNAAADTGHRFVWLEDIQAVTGETFRTDKKPDPANWEYKSLYRGDIARYKRKGDSCLGINPKKQCISWEGTSTEKKHSRKQVERYFTKKSVGLMNIDGVAISSKTEPPSSEPISFIPVKDLEDAAPVTTWLNPLGIYDQSTTHWLQGQGPPEQESKQPDAQP.... Result: 0 (no interaction). (2) The miRNA is mmu-miR-6715-3p with sequence CCAAACCAGGCGUGCCUGUGG. The protein sequence of the target gene is MQRAAVLVRRGSCPRASGPWGRSHSSAAAEASAALKVRPERSPRDRILTLESMNPQVKAVEYAVRGPIVLKAGEIEMELQRGIKKPFTEVIRANIGDAHAMGQQPITFLRQVMALCTYPNLLNSPSFPEDAKKRARRILQACGGNSLGSYSASQGVNCIREDVAAFITRRDGVPADPDNIYLTTGASDGISTILKLLVSGGGKSRTGVMIPIPQYPLYSAVISELDAVQVNYYLDEENCWALNVDELRRALRQAKDHCDPKVLCIINPGNPTGQVQSRKCIEDVIHFAWEEKLFLLADEV.... Result: 0 (no interaction). (3) The miRNA is hsa-miR-380-5p with sequence UGGUUGACCAUAGAACAUGCGC. The protein sequence of the target gene is MSGELPPNINIKEPRWDQSTFIGRANHFFTVTDPRNILLTNEQLESARKIVHDYRQGIVPPGLTENELWRAKYIYDSAFHPDTGEKMILIGRMSAQVPMNMTITGCMMTFYRTTPAVLFWQWINQSFNAVVNYTNRSGDAPLTVNELGTAYVSATTGAVATALGLNALTKHVSPLIGRFVPFAAVAAANCINIPLMRQRELKVGIPVTDENGNRLGESANAAKQAITQVVVSRILMAAPGMAIPPFIMNTLEKKAFLKRFPWMSAPIQVGLVGFCLVFATPLCCALFPQKSSMSVTSLEA.... Result: 1 (interaction). (4) The miRNA is mmu-miR-135a-2-3p with sequence UGUAGGGAUGGAAGCCAUGAA. The protein sequence of the target gene is MSKRDIVLTNVTVVQLLRQPCPVTRAPPPPEPKAEVEPQPQPEPTPVREEIKPPPPPLPPHPATPPPKMVSVARELTVGINGFGRIGRLVLRACMEKGVKVVAVNDPFIDPEYMVYMFKYDSTHGRYKGSVEFRNGQLVVDNHEISVYQCKEPKQIPWRAVGSPYVVESTGVYLSIQAASDHISAGAQRVVISAPSPDAPMFVMGVNENDYNPGSMNIVSNASCTTNCLAPLAKVIHERFGIVEGLMTTVHSYTATQKTVDGPSRKAWRDGRGAHQNIIPASTGAAKAVTKVIPELKGKL.... Result: 0 (no interaction).